The task is: Predict the reactants needed to synthesize the given product.. This data is from Full USPTO retrosynthesis dataset with 1.9M reactions from patents (1976-2016). (1) Given the product [F:3][C:4]1[CH:9]=[CH:8][C:7]([CH:10]([OH:31])[CH:11]([CH2:17][C:18]2[CH:23]=[CH:22][CH:21]=[C:20]([O:24][C:25]([F:29])([F:30])[CH:26]([F:27])[F:28])[N:19]=2)[C:12]([O:14][CH2:15][CH3:16])=[O:13])=[CH:6][CH:5]=1, predict the reactants needed to synthesize it. The reactants are: [BH4-].[Na+].[F:3][C:4]1[CH:9]=[CH:8][C:7]([C:10](=[O:31])[CH:11]([CH2:17][C:18]2[CH:23]=[CH:22][CH:21]=[C:20]([O:24][C:25]([F:30])([F:29])[CH:26]([F:28])[F:27])[N:19]=2)[C:12]([O:14][CH2:15][CH3:16])=[O:13])=[CH:6][CH:5]=1.Cl.O. (2) Given the product [CH3:8][S:7][C:4]1[N:3]=[C:2]([CH:10]2[CH2:14][CH2:13][CH2:12][CH2:11]2)[S:6][N:5]=1, predict the reactants needed to synthesize it. The reactants are: Cl[C:2]1[S:6][N:5]=[C:4]([S:7][CH3:8])[N:3]=1.[Br-].[CH:10]1([Zn+])[CH2:14][CH2:13][CH2:12][CH2:11]1. (3) Given the product [CH2:1]1[O:10][C:4]2([CH2:9][CH2:8][N:7]([CH2:12][C:13]3[CH:18]=[CH:17][N:16]=[C:15]([C:19]4[CH:24]=[C:23]([O:25][CH3:26])[C:22]([O:27][CH3:28])=[C:21]([O:29][CH3:30])[CH:20]=4)[CH:14]=3)[CH2:6][CH2:5]2)[O:3][CH2:2]1, predict the reactants needed to synthesize it. The reactants are: [CH2:1]1[O:10][C:4]2([CH2:9][CH2:8][NH:7][CH2:6][CH2:5]2)[O:3][CH2:2]1.Cl[CH2:12][C:13]1[CH:18]=[CH:17][N:16]=[C:15]([C:19]2[CH:24]=[C:23]([O:25][CH3:26])[C:22]([O:27][CH3:28])=[C:21]([O:29][CH3:30])[CH:20]=2)[CH:14]=1. (4) Given the product [F:1][C:2]([F:15])([F:16])[C:3]1[CH:4]=[C:5]([NH:13][NH:14][C:20](=[O:21])[CH:19]([N:18]2[CH2:17][CH2:53][N:54]([CH3:55])[CH2:22][CH2:23]2)[C:35]2[CH:36]=[CH:37][CH:38]=[C:39]([CH3:34])[N:31]=2)[CH:6]=[C:7]([C:9]([F:12])([F:10])[F:11])[CH:8]=1, predict the reactants needed to synthesize it. The reactants are: [F:1][C:2]([F:16])([F:15])[C:3]1[CH:4]=[C:5]([NH:13][NH2:14])[CH:6]=[C:7]([C:9]([F:12])([F:11])[F:10])[CH:8]=1.[CH3:17][N:18]1[CH2:23][CH2:22][O:21][CH2:20][CH2:19]1.F[P-](F)(F)(F)(F)F.[N:31]1(O[P+](N(C)C)(N(C)C)N(C)C)[C:35]2[CH:36]=[CH:37][CH:38]=[CH:39][C:34]=2N=N1.[OH-].[Na+].[CH3:53][N:54](C=O)[CH3:55]. (5) Given the product [OH:37][C@@H:24]([C:20]1[CH:19]=[CH:18][C:17]2[C:22](=[CH:23][C:14](/[CH:13]=[CH:12]/[C@@:11]([CH2:31][O:32][CH3:33])([CH3:30])[C:10]([OH:34])=[O:40])=[CH:15][CH:16]=2)[N:21]=1)[CH3:25], predict the reactants needed to synthesize it. The reactants are: C([C@@H]1COC(=O)N1[C:10](=[O:34])[C@:11]([CH2:31][O:32][CH3:33])([CH3:30])/[CH:12]=[CH:13]/[C:14]1[CH:23]=[C:22]2[C:17]([CH:18]=[CH:19][C:20]([C@H:24](OC(=O)C)[CH3:25])=[N:21]2)=[CH:16][CH:15]=1)(C)C.OO.[OH-:37].[Li+].S(S([O-])=O)([O-])(=O)=[O:40].[Na+].[Na+].Cl. (6) Given the product [F:25][C:20]1[CH:21]=[CH:22][CH:23]=[CH:24][C:19]=1[CH2:18][CH:15]1[CH2:14][CH2:13][CH:12]([CH2:11][O:10][C:6]2[CH:7]=[CH:8][CH:9]=[C:2]3[C:3]=2[C:4]([NH2:5])=[N:32][C:31]([NH2:33])=[N:30]3)[CH2:17][CH2:16]1, predict the reactants needed to synthesize it. The reactants are: F[C:2]1[CH:9]=[CH:8][CH:7]=[C:6]([O:10][CH2:11][CH:12]2[CH2:17][CH2:16][CH:15]([CH2:18][C:19]3[CH:24]=[CH:23][CH:22]=[CH:21][C:20]=3[F:25])[CH2:14][CH2:13]2)[C:3]=1[C:4]#[N:5].C(=O)(O)O.[NH2:30][C:31]([NH2:33])=[NH:32]. (7) Given the product [CH3:1][C:2]1[C:6]([CH3:7])=[C:5]([NH:8][C:9]([N:34]2[CH2:35][CH2:36][N:31]([C:29]3[CH:28]=[CH:27][CH:26]=[C:25]([C:19]4[CH:20]=[CH:21][CH:22]=[CH:23][CH:24]=4)[N:30]=3)[CH2:32][CH2:33]2)=[O:16])[O:4][N:3]=1, predict the reactants needed to synthesize it. The reactants are: [CH3:1][C:2]1[C:6]([CH3:7])=[C:5]([NH:8][C:9](=[O:16])OCC(Cl)(Cl)Cl)[O:4][N:3]=1.Cl.Cl.[C:19]1([C:25]2[N:30]=[C:29]([N:31]3[CH2:36][CH2:35][NH:34][CH2:33][CH2:32]3)[CH:28]=[CH:27][CH:26]=2)[CH:24]=[CH:23][CH:22]=[CH:21][CH:20]=1. (8) The reactants are: [CH2:1]([N:3]1[C:12]2[CH:11]=[CH:10][C:9]([CH:13]([CH3:15])[CH3:14])=[CH:8][C:7]=2[C:6](=[O:16])[C:5]2[C:17](=[O:24])[C:18]3[C:23]([C:4]1=2)=[CH:22][CH:21]=[CH:20][CH:19]=3)[CH3:2].[BH4-].[Na+]. Given the product [CH2:1]([N:3]1[C:12]2[CH:11]=[CH:10][C:9]([CH:13]([CH3:15])[CH3:14])=[CH:8][C:7]=2[C:6](=[O:16])[C:5]2[CH:17]([OH:24])[C:18]3[C:23]([C:4]1=2)=[CH:22][CH:21]=[CH:20][CH:19]=3)[CH3:2], predict the reactants needed to synthesize it. (9) Given the product [CH3:1][O:2][C:3]1[CH:8]=[CH:7][C:6]([C:16]2[CH:21]=[CH:20][C:19]([O:22][CH3:23])=[CH:18][CH:17]=2)=[C:5]([NH:9][C:10](=[O:14])[N:11]([CH3:13])[CH3:12])[CH:4]=1, predict the reactants needed to synthesize it. The reactants are: [CH3:1][O:2][C:3]1[CH:4]=[C:5]([NH:9][C:10](=[O:14])[N:11]([CH3:13])[CH3:12])[CH:6]=[CH:7][CH:8]=1.I[C:16]1[CH:21]=[CH:20][C:19]([O:22][CH3:23])=[CH:18][CH:17]=1.[H+].[B-](F)(F)(F)F. (10) The reactants are: [CH3:1][CH:2]1[CH2:8][C:7]2[CH:9]=[C:10]3[O:15][CH2:14][O:13][C:11]3=[CH:12][C:6]=2[C:5]([C:16]2[CH:21]=[CH:20][C:19]([N+:22]([O-:24])=[O:23])=[CH:18][CH:17]=2)=[N:4][N:3]1[C:25]([NH:27][NH:28][C:29](NC)=[O:30])=[S:26].Cl. Given the product [CH3:1][CH:2]1[CH2:8][C:7]2[CH:9]=[C:10]3[O:15][CH2:14][O:13][C:11]3=[CH:12][C:6]=2[C:5]([C:16]2[CH:21]=[CH:20][C:19]([N+:22]([O-:24])=[O:23])=[CH:18][CH:17]=2)=[N:4][N:3]1[C:25]1[S:26][C:29](=[O:30])[NH:28][N:27]=1, predict the reactants needed to synthesize it.